Dataset: Reaction yield outcomes from USPTO patents with 853,638 reactions. Task: Predict the reaction yield, written as a fraction of the theoretical maximum amount of product (1.0 means a 100% yield; for example, 0.34 means a 34% yield). The reactants are CN(C)C=O.[F:6][C:7]1[CH:12]=[CH:11][C:10]([N:13]2[CH2:18][CH2:17][N:16]([C:19]3[N:24]=[CH:23][NH:22][C:21](=[O:25])[N:20]=3)[CH2:15][CH2:14]2)=[CH:9][CH:8]=1.CC1C=CC(S(O[CH2:37][C:38]2[S:39][C:40]([C:43]([F:46])([F:45])[F:44])=[CH:41][CH:42]=2)(=O)=O)=CC=1.C(=O)([O-])[O-].[K+].[K+]. The catalyst is C(OCC)(=O)C.O. The product is [F:6][C:7]1[CH:12]=[CH:11][C:10]([N:13]2[CH2:14][CH2:15][N:16]([C:19]3[N:24]=[CH:23][N:22]([CH2:37][C:38]4[S:39][C:40]([C:43]([F:46])([F:45])[F:44])=[CH:41][CH:42]=4)[C:21](=[O:25])[N:20]=3)[CH2:17][CH2:18]2)=[CH:9][CH:8]=1. The yield is 0.120.